The task is: Regression/Classification. Given a drug SMILES string, predict its toxicity properties. Task type varies by dataset: regression for continuous values (e.g., LD50, hERG inhibition percentage) or binary classification for toxic/non-toxic outcomes (e.g., AMES mutagenicity, cardiotoxicity, hepatotoxicity). Dataset: ames.. This data is from Ames mutagenicity test results for genotoxicity prediction. (1) The drug is CCOC(=O)OC(=O)OCC. The result is 0 (non-mutagenic). (2) The molecule is COc1ccc2c(OC)c3c(nc2c1OC)OCC3. The result is 1 (mutagenic). (3) The molecule is CCOC(=O)CSc1ccc2c3c(cccc13)C(=O)c1ccccc1-2. The result is 1 (mutagenic).